Dataset: CYP2C19 inhibition data for predicting drug metabolism from PubChem BioAssay. Task: Regression/Classification. Given a drug SMILES string, predict its absorption, distribution, metabolism, or excretion properties. Task type varies by dataset: regression for continuous measurements (e.g., permeability, clearance, half-life) or binary classification for categorical outcomes (e.g., BBB penetration, CYP inhibition). Dataset: cyp2c19_veith. (1) The compound is NCCCNCCCCNCCCN. The result is 1 (inhibitor). (2) The molecule is O=C(Nc1ccccc1)/C(=C\c1ccncc1)NC(=O)c1ccccc1. The result is 1 (inhibitor). (3) The molecule is Cc1cc([N+](=O)[O-])nn1CC(=O)NNC(=S)Nc1ccc([N+](=O)[O-])cc1. The result is 1 (inhibitor).